Predict the product of the given reaction. From a dataset of Forward reaction prediction with 1.9M reactions from USPTO patents (1976-2016). (1) Given the reactants [CH3:1][N:2]([CH3:7])[S:3](Cl)(=[O:5])=[O:4].[NH2:8][CH:9]1[CH2:12][N:11]([CH2:13][C:14]2[C:35]([C:36]([F:39])([F:38])[F:37])=[CH:34][C:17]([C:18]([NH:20][CH2:21][C:22]3[CH:27]=[C:26]([Cl:28])[CH:25]=[CH:24][C:23]=3[S:29]([CH2:32][CH3:33])(=[O:31])=[O:30])=[O:19])=[CH:16][C:15]=2[Cl:40])[CH2:10]1.O, predict the reaction product. The product is: [Cl:40][C:15]1[CH:16]=[C:17]([CH:34]=[C:35]([C:36]([F:38])([F:37])[F:39])[C:14]=1[CH2:13][N:11]1[CH2:12][CH:9]([NH:8][S:3](=[O:5])(=[O:4])[N:2]([CH3:7])[CH3:1])[CH2:10]1)[C:18]([NH:20][CH2:21][C:22]1[CH:27]=[C:26]([Cl:28])[CH:25]=[CH:24][C:23]=1[S:29]([CH2:32][CH3:33])(=[O:31])=[O:30])=[O:19]. (2) Given the reactants [OH:1][CH2:2][C@H:3]([NH:6][C:7]([C:9]1[C:17]2[C:12](=[N:13][CH:14]=[C:15]([C:18]3[C:26]4[C:21](=[CH:22][C:23]([Cl:27])=[CH:24][CH:25]=4)[N:20]([CH3:28])[N:19]=3)[N:16]=2)[N:11](COCC[Si](C)(C)C)[CH:10]=1)=[O:8])[CH2:4][CH3:5].C(O)(C(F)(F)F)=O.C(N)CN, predict the reaction product. The product is: [OH:1][CH2:2][C@H:3]([NH:6][C:7]([C:9]1[C:17]2[C:12](=[N:13][CH:14]=[C:15]([C:18]3[C:26]4[C:21](=[CH:22][C:23]([Cl:27])=[CH:24][CH:25]=4)[N:20]([CH3:28])[N:19]=3)[N:16]=2)[NH:11][CH:10]=1)=[O:8])[CH2:4][CH3:5]. (3) Given the reactants C(OC([N:8]1[CH2:13][CH2:12][CH:11]([NH:14][C:15]2[C:24]3[C:19](=[CH:20][C:21]([O:27][CH3:28])=[C:22]([O:25][CH3:26])[CH:23]=3)[N:18]=[C:17]([Cl:29])[N:16]=2)[CH2:10][CH2:9]1)=O)(C)(C)C, predict the reaction product. The product is: [ClH:29].[ClH:29].[Cl:29][C:17]1[N:16]=[C:15]([NH:14][CH:11]2[CH2:10][CH2:9][NH:8][CH2:13][CH2:12]2)[C:24]2[C:19](=[CH:20][C:21]([O:27][CH3:28])=[C:22]([O:25][CH3:26])[CH:23]=2)[N:18]=1. (4) Given the reactants [CH2:1]([C:5]1[C:14]2[C:13](=O)[NH:12][C:11]([C:16]3[CH:21]=[CH:20][N:19]=[CH:18][CH:17]=3)=[N:10][C:9]=2[CH:8]=[N:7][CH:6]=1)[CH2:2][CH2:3][CH3:4].P(Cl)(Cl)([Cl:24])=O.CCN(C(C)C)C(C)C, predict the reaction product. The product is: [CH2:1]([C:5]1[C:14]2[C:13]([Cl:24])=[N:12][C:11]([C:16]3[CH:21]=[CH:20][N:19]=[CH:18][CH:17]=3)=[N:10][C:9]=2[CH:8]=[N:7][CH:6]=1)[CH2:2][CH2:3][CH3:4]. (5) Given the reactants [S:1](=[O:34])(=[O:33])([O:3][C:4]1[CH:9]=[CH:8][C:7]([C:10]2[N:11]=[CH:12][N:13]([C:15](=[O:32])[N:16]([CH:18]3[CH2:23][CH2:22][N:21]([C:24]4[CH:29]=[CH:28][C:27]([O:30]C)=[CH:26][CH:25]=4)[CH2:20][CH2:19]3)[CH3:17])[CH:14]=2)=[CH:6][CH:5]=1)[NH2:2].B(Br)(Br)Br, predict the reaction product. The product is: [S:1](=[O:33])(=[O:34])([O:3][C:4]1[CH:9]=[CH:8][C:7]([C:10]2[N:11]=[CH:12][N:13]([C:15](=[O:32])[N:16]([CH:18]3[CH2:23][CH2:22][N:21]([C:24]4[CH:29]=[CH:28][C:27]([OH:30])=[CH:26][CH:25]=4)[CH2:20][CH2:19]3)[CH3:17])[CH:14]=2)=[CH:6][CH:5]=1)[NH2:2].